Dataset: Reaction yield outcomes from USPTO patents with 853,638 reactions. Task: Predict the reaction yield, written as a fraction of the theoretical maximum amount of product (1.0 means a 100% yield; for example, 0.34 means a 34% yield). (1) The reactants are [BH4-].[Na+].[C:3]1([S:9]([N:12]2[C:20]3[C:15](=[CH:16][C:17]([C:21](=O)[CH3:22])=[CH:18][CH:19]=3)[CH2:14][CH2:13]2)(=[O:11])=[O:10])[CH:8]=[CH:7][CH:6]=[CH:5][CH:4]=1.[OH-].[Na+]. The catalyst is C(O)(C(F)(F)F)=O.O. The product is [C:3]1([S:9]([N:12]2[C:20]3[C:15](=[CH:16][C:17]([CH2:21][CH3:22])=[CH:18][CH:19]=3)[CH2:14][CH2:13]2)(=[O:11])=[O:10])[CH:4]=[CH:5][CH:6]=[CH:7][CH:8]=1. The yield is 0.430. (2) The reactants are Br[C:2]1[CH:3]=[CH:4][C:5]2[C:11]3[S:12][C:13]([C:15]([N:17]([C:19]4[CH:20]=[C:21]([CH:37]=[CH:38][C:39]=4[Cl:40])[C:22]([N:24]4[CH2:29][CH2:28][N:27]([C:30]([O:32][C:33]([CH3:36])([CH3:35])[CH3:34])=[O:31])[CH2:26][CH2:25]4)=[O:23])[CH3:18])=[O:16])=[CH:14][C:10]=3[CH2:9][CH2:8][O:7][C:6]=2[CH:41]=1.CC1(C)C2C(=C(P(C3C=CC=CC=3)C3C=CC=CC=3)C=CC=2)[O:63][C:45]2C(P(C3C=CC=CC=3)C3C=CC=CC=3)=CC=CC1=2.[CH3:84][S:85]([CH2:88][CH2:89][NH2:90])(=[O:87])=[O:86].Cl.C([O-])([O-])=O.[Na+].[Na+]. The catalyst is C1(C)C=CC=CC=1.CC([O-])=O.CC([O-])=O.[Pd+2]. The product is [Cl:40][C:39]1[CH:38]=[CH:37][C:21]([C:22]([N:24]2[CH2:25][CH2:26][N:27]([C:30]([O:32][C:33]([CH3:36])([CH3:35])[CH3:34])=[O:31])[CH2:28][CH2:29]2)=[O:23])=[CH:20][C:19]=1[N:17]([CH3:18])[C:15]([C:13]1[S:12][C:11]2[C:5]3[CH:4]=[CH:3][C:2]([C:45](=[O:63])[NH:90][CH2:89][CH2:88][S:85]([CH3:84])(=[O:87])=[O:86])=[CH:41][C:6]=3[O:7][CH2:8][CH2:9][C:10]=2[CH:14]=1)=[O:16]. The yield is 0.630. (3) The reactants are N[C:2]1[CH:7]=[CH:6][C:5]([CH3:8])=[CH:4][C:3]=1[S:9]([NH:12][C:13]1[CH:14]=[CH:15][CH:16]=[C:17]2[C:22]=1[N:21]=[CH:20][CH:19]=[CH:18]2)(=[O:11])=[O:10].N(OC(C)(C)C)=O.CC(O)=O. The catalyst is C1COCC1. The product is [CH3:8][C:5]1[CH:4]=[C:3]2[C:2](=[CH:7][CH:6]=1)[C:14]1[C:13](=[C:22]3[C:17](=[CH:16][CH:15]=1)[CH:18]=[CH:19][CH:20]=[N:21]3)[NH:12][S:9]2(=[O:10])=[O:11]. The yield is 0.130. (4) The reactants are [OH:1][C:2]1[CH:3]=[C:4]([CH2:8][CH2:9][CH2:10][NH:11][C:12]2[N:17]=[C:16]([CH3:18])[C:15]([C:19]([NH:21][C@@H:22]([CH2:26][NH:27][C:28]([C:30]3[S:31][CH:32]=[CH:33][CH:34]=3)=[O:29])[C:23]([OH:25])=[O:24])=[O:20])=[C:14]([CH3:35])[N:13]=2)[CH:5]=[CH:6][CH:7]=1.S(Cl)(Cl)=O.[CH:40]1(O)[CH2:44][CH2:43][CH2:42][CH2:41]1. The catalyst is O1CCOCC1.CCOC(C)=O. The product is [CH:40]1([O:24][C:23](=[O:25])[C@@H:22]([NH:21][C:19]([C:15]2[C:16]([CH3:18])=[N:17][C:12]([NH:11][CH2:10][CH2:9][CH2:8][C:4]3[CH:5]=[CH:6][CH:7]=[C:2]([OH:1])[CH:3]=3)=[N:13][C:14]=2[CH3:35])=[O:20])[CH2:26][NH:27][C:28]([C:30]2[S:31][CH:32]=[CH:33][CH:34]=2)=[O:29])[CH2:44][CH2:43][CH2:42][CH2:41]1. The yield is 0.290.